Dataset: Experimentally validated miRNA-target interactions with 360,000+ pairs, plus equal number of negative samples. Task: Binary Classification. Given a miRNA mature sequence and a target amino acid sequence, predict their likelihood of interaction. (1) The miRNA is cel-miR-795-5p with sequence UGAGGUAGAUUGAUCAGCGAGCUU. The protein sequence of the target gene is MSRGYSENNNFLNNNNQMVLDMILYPLIGIPQTINWETIARLVPGLTPKECAKRFDELKSSGSSPVDNQYNSLMAAGESPVETLATYIKSSLLDIHGEFQETPVGHDAVSKTGRHSIASTRNCSSESENCTTHNGGEMTEESEGPNMVIHVCDEAKNLKEDFTCPRDLLISEMKYFAEYLSMDAQRWEEVDISVHCDVHIFNWLIKYIKRNTKENKDCEMPTLEPGNVISILISSEFLKMDSLVEQCIQYCHKNMNAIVATPCNMNCINANLLTRIADLFSHNEVDDLKDKKDKFKSKLF.... Result: 0 (no interaction). (2) The miRNA is hsa-miR-4790-5p with sequence AUCGCUUUACCAUUCAUGUU. Result: 0 (no interaction). The protein sequence of the target gene is MSSAPRGPPSVAPLPAGIGRSTAKTPGLPGSLEMGPLTFRDVAIEFSLEEWQCLDTSQQNLYRNVMLDNYRNLVFLGIAVSKPDLITCLEQGKEPCNMKRHAMVAKPPVVCSHFAQDLWPKQGLKDSFQKVILRRYGKYGHENLQLRKGCKSADEHKVHKRGYNGLNQCLTTTQSKIFQCDKYVKVLHKFSNSNIHKKRQTGKKPFKCKECGKSCCILSQLTQHKKTATRVNFYKCKTCGKAFNQFSNLTKHKIIHPEVNPYKCEECGKAFNQSLTLTKHKKIHTEEKPYKCEDCGKVFS.... (3) The miRNA is mmu-miR-466l-5p with sequence UUGUGUGUACAUGUACAUGUAU. The protein sequence of the target gene is MDLDQLDLNPRITAAVKRGRLKSVKEILCYSGPDLQRLTGLPSHDVQCLLRAASLHLRGSRVLSALHLFQQKESFPEQHQRLSLGCPVLDQFLGGGLPLEGITGLAGCSSAGKTQLALQLCLAVQFPRQYGGLEAGAVYICTEDAFPSKRLWQLIAQQRRLRTDAPEELIEKIRFSNHIFIEHAADVDTLLECVSKKVPILLSRGMARLVVVDSIAAPFRCEFHLQASAIRAKLLLSLGATLRRLSSTFRSPVLCINQVTDMVEDQQSVSRSLGASEERLSPALGITWANQLLMRLMVDR.... Result: 1 (interaction). (4) The miRNA is mmu-miR-3058-5p with sequence UCAGCCACGGCUUACCUGGAAGA. The protein sequence of the target gene is MSKLGRAARGLRKPEVGGVIRAIVRAGLAMPGPPLGPVLGQRGVSINQFCKEFNERTKDIKEGIPLPTKILVKPDRTFEIKIGQPTVSYFLKAAAGIEKGARQTGKEVAGLVTLKHVYEIARIKAQDEAFALQDVPLSSVVRSIIGSARSLGIRVVKDLSSEELAAFQKERAIFLAAQKEADLAAQEEAAKK. Result: 0 (no interaction). (5) The miRNA is mmu-miR-681 with sequence CAGCCUCGCUGGCAGGCAGCU. The protein sequence of the target gene is MARSGSCPHLLWDVRKRSLGLEDPSRLRSRYLGRREFIQRLKLEATLNVHDGCVNTICWNDTGEYILSGSDDTKLVISNPYSRKVLTTIRSGHRANIFSAKFLPCTDDKQIVSCSGDGVIFYTNIEQDAETNRQCQFTCHYGTTYEIMTVPNDPYTFLSCGEDGTVRWFDTRIKTSCTKEDCKDDILINCRRAATSVAICPPVPYYLAVGCSDSSVRIYDRRMLGTRATGNYAGRGTTGMVARFIPSHLSNKSCRVTSLCYSEDGQEILVSYSSDYIYLFDPKDDTARELKTPSAEERRE.... Result: 0 (no interaction). (6) The miRNA is mmu-miR-421-5p with sequence CUCAUUAAAUGUUUGUUGAAU. The protein sequence of the target gene is MAPTWSPSVVSVVGPVGLFLVLLARGCLAEEPPRFIREPKDQIGVSGGVASFVCQATGDPKPRVTWNKKGKKVNSQRFETIDFDESSGAVLRIQPLRTPRDENVYECVAQNSVGEITIHAKLTVLREDQLPPGFPNIDMGPQLKVVERTRTATMLCAASGNPDPEITWFKDFLPVDPSASNGRIKQLRSGALQIESSEETDQGKYECVATNSAGVRYSSPANLYVRVRRVAPRFSILPMSHEIMPGGNVNITCVAVGSPMPYVKWMQGAEDLTPEDDMPVGRNVLELTDVKDSANYTCVA.... Result: 0 (no interaction). (7) The miRNA is hsa-miR-1261 with sequence AUGGAUAAGGCUUUGGCUU. The protein sequence of the target gene is MSDSKEMGKRQLRPLDEELLTSSHTRHSIKGFGFQTNSGFSSFTGCLVHSQVPLALQVLFLAVCSVLLVVILVKVYKIPSSQEENNQMNVYQELTQLKAGVDRLCRSCPWDWTHFQGSCYFFSVAQKSWNDSATACHNVGAQLVVIKSDEEQNFLQQTSKKRGYTWMGLIDMSKESTWYWVDGSPLTLSFMKYWSKGEPNNLGEEDCAEFRDDGWNDTKCTNKKFWICKKLSTSCPSK. Result: 0 (no interaction). (8) The miRNA is ssc-miR-296-3p with sequence AGGGUUGGGCGGAGGCUUUCC. The protein sequence of the target gene is MAGNFDSEERSSWYWGRLSRQEAVALLQGQRHGVFLVRDSSTSPGDYVLSVSENSRVSHYIINSSGPRPPVPPSPAQPPPGVSPSRLRIGDQEFDSLPALLEFYKIHYLDTTTLIEPVARSRQGSGVILRQEEAEYVRALFDFNGNDEEDLPFKKGDILRIRDKPEEQWWNAEDSEGKRGMIPVPYVEKYRPASASVSALIGGNQEGSHPQPLGGPEPGPYAQPSVNTPLPNLQNGPIYARVIQKRVPNAYDKTALALEVGELVKVTKINVSGQWEGECNGKRGHFPFTHVRLLDQQNPD.... Result: 0 (no interaction). (9) The miRNA is hsa-miR-548am-5p with sequence AAAAGUAAUUGCGGUUUUUGCC. The protein sequence of the target gene is MKLKQRVVLLAILLVIFIFTKVFLIDNLDTSAANREDQRAFHRMMTGLRVELAPKLDHTLQSPWEIAAQWVVPREVYPEETPELGAVMHAMATKKIIKADVGYKGTQLKALLILEGGQKVVFKPKRYSRDHVVEGEPYAGYDRHNAEVAAFHLDRILGFHRAPLVVGRFVNLRTEIKPVATEQLLSTFLTVGNNTCFYGKCYYCRETEPACADGDIMEGSVTLWLPDVWPLQKHRHPWGRTYREGKLARWEYDESYCDAVKKTSPYDSGPRLLDIIDTAVFDYLIGNADRHHYESFQDDE.... Result: 0 (no interaction). (10) The miRNA is hsa-miR-3672 with sequence AUGAGACUCAUGUAAAACAUCUU. The protein sequence of the target gene is MSHWAPEWKRAEANPRDLGASWDVRGSRGSGWSGPFGHQGPRAAGSREPPLCFKIKNNMVGVVIGYSGSKIKDLQHSTNTKIQIINGESEAKVRIFGNREMKAKAKAAIETLIRKQESYNSESSVDNAASQTPIGRNLGRNDIVGEAEPLSNWDRIRAAVVECEKRKWADLPPVKKNFYIESKATSCMSEMQVINWRKENFNITCDDLKSGEKRLIPKPTCRFKDAFQQYPDLLKSIIRVGIVKPTPIQSQAWPIILQGIDLIVVAQTGTGKTLSYLMPGFIHLDSQPISREQRNGPGML.... Result: 1 (interaction).